Dataset: Forward reaction prediction with 1.9M reactions from USPTO patents (1976-2016). Task: Predict the product of the given reaction. (1) Given the reactants C(=O)([O-])[O-].[K+].[K+].[C:7]([O:11][C:12]([CH3:15])([CH3:14])[CH3:13])(=[O:10])[NH:8][NH2:9].Br[CH2:17][C:18]([C:20]1[CH:25]=[CH:24][C:23]([O:26][CH3:27])=[CH:22][CH:21]=1)=[O:19], predict the reaction product. The product is: [CH3:27][O:26][C:23]1[CH:24]=[CH:25][C:20]([C:18](=[O:19])[CH2:17][NH:9][NH:8][C:7]([O:11][C:12]([CH3:15])([CH3:14])[CH3:13])=[O:10])=[CH:21][CH:22]=1. (2) Given the reactants C(OC([CH:7]([NH2:17])[C@@H:8]([CH2:13][CH:14]([CH3:16])[CH3:15])[CH2:9][C:10]([OH:12])=[O:11])=O)(C)C.Cl.O.CN, predict the reaction product. The product is: [NH2:17][CH2:7][C@@H:8]([CH2:13][CH:14]([CH3:16])[CH3:15])[CH2:9][C:10]([OH:12])=[O:11]. (3) Given the reactants [CH3:1][O:2][C:3]1[CH:15]=[C:14]([O:16][CH2:17][CH2:18][C:19]2[CH:24]=[CH:23][CH:22]=[C:21]([NH:25][CH3:26])[N:20]=2)[CH:13]=[CH:12][C:4]=1[CH2:5][NH:6][CH2:7][C:8]([O:10]C)=[O:9].[OH-].[Na+].O.CC#N.O, predict the reaction product. The product is: [CH3:1][O:2][C:3]1[CH:15]=[C:14]([O:16][CH2:17][CH2:18][C:19]2[CH:24]=[CH:23][CH:22]=[C:21]([NH:25][CH3:26])[N:20]=2)[CH:13]=[CH:12][C:4]=1[CH2:5][NH:6][CH2:7][C:8]([OH:10])=[O:9]. (4) Given the reactants [CH3:1][O:2][C:3]1[CH:4]=[CH:5][CH:6]=[C:7]2[C:12]=1[CH2:11][CH:10]([NH:13][CH2:14][CH2:15][CH3:16])[CH2:9][CH2:8]2.[N:17]1[N:21]2[CH:22]=[CH:23][CH:24]=[CH:25][C:20]2=[CH:19][C:18]=1[CH2:26][C:27](O)=O, predict the reaction product. The product is: [CH3:1][O:2][C:3]1[CH:4]=[CH:5][CH:6]=[C:7]2[C:12]=1[CH2:11][CH:10]([N:13]([CH2:14][CH2:15][CH3:16])[CH2:27][CH2:26][C:18]1[CH:19]=[C:20]3[CH:25]=[CH:24][CH:23]=[CH:22][N:21]3[N:17]=1)[CH2:9][CH2:8]2. (5) The product is: [F:1][C:2]1[CH:7]=[CH:6][C:5]([F:8])=[CH:4][C:3]=1[CH2:9][C:10]([N:12]1[C:20]2[C:15](=[CH:16][C:17]([C:21]3[C:25]4[C:26]([NH2:31])=[N:27][CH:28]=[C:29]([C:40]5[CH:41]=[N:42][NH:43][CH:44]=5)[C:24]=4[S:23][CH:22]=3)=[CH:18][CH:19]=2)[CH2:14][CH2:13]1)=[O:11]. Given the reactants [F:1][C:2]1[CH:7]=[CH:6][C:5]([F:8])=[CH:4][C:3]=1[CH2:9][C:10]([N:12]1[C:20]2[C:15](=[CH:16][C:17]([C:21]3[C:25]4[C:26]([NH2:31])=[N:27][CH:28]=[C:29](I)[C:24]=4[S:23][CH:22]=3)=[CH:18][CH:19]=2)[CH2:14][CH2:13]1)=[O:11].CC1(C)C(C)(C)OB([C:40]2[CH:41]=[N:42][N:43](C(OC(C)(C)C)=O)[CH:44]=2)O1.C(=O)([O-])[O-].[Na+].[Na+], predict the reaction product. (6) Given the reactants [Cl:1][C:2]1[CH:3]=[C:4]([OH:12])[CH:5]=[C:6]2[C:11]=1[N:10]=[CH:9][CH:8]=[CH:7]2.[C:13]([O-])([O-])=O.[K+].[K+].IC.O, predict the reaction product. The product is: [Cl:1][C:2]1[CH:3]=[C:4]([O:12][CH3:13])[CH:5]=[C:6]2[C:11]=1[N:10]=[CH:9][CH:8]=[CH:7]2.